Dataset: Forward reaction prediction with 1.9M reactions from USPTO patents (1976-2016). Task: Predict the product of the given reaction. (1) Given the reactants Br[C:2]1[CH:3]=[C:4]([C:23]([OH:25])=[O:24])[C:5]2[O:9][C:8]([C:16]3[CH:21]=[CH:20][CH:19]=[CH:18][CH:17]=3)([C:10]3[CH:15]=[CH:14][CH:13]=[CH:12][CH:11]=3)[O:7][C:6]=2[CH:22]=1.O(C)[Li].[F:29][C:30]([F:37])([F:36])[C:31](OCC)=[O:32], predict the reaction product. The product is: [C:10]1([C:8]2([C:16]3[CH:21]=[CH:20][CH:19]=[CH:18][CH:17]=3)[O:7][C:6]3[CH:22]=[C:2]([C:31](=[O:32])[C:30]([F:37])([F:36])[F:29])[CH:3]=[C:4]([C:23]([OH:25])=[O:24])[C:5]=3[O:9]2)[CH:15]=[CH:14][CH:13]=[CH:12][CH:11]=1. (2) Given the reactants [CH:1]1[CH:10]=[N:9][C:8]2[C:3](=[C:4]([N+:12]([O-:14])=[O:13])[CH:5]=[CH:6][C:7]=2[OH:11])[CH:2]=1.[OH:15][CH2:16][CH2:17][N+:18]([CH3:21])([CH3:20])[CH3:19], predict the reaction product. The product is: [CH:1]1[CH:10]=[N:9][C:8]2[C:3](=[C:4]([N+:12]([O-:14])=[O:13])[CH:5]=[CH:6][C:7]=2[OH:11])[CH:2]=1.[OH:15][CH2:16][CH2:17][N+:18]([CH3:21])([CH3:20])[CH3:19].